Dataset: Reaction yield outcomes from USPTO patents with 853,638 reactions. Task: Predict the reaction yield, written as a fraction of the theoretical maximum amount of product (1.0 means a 100% yield; for example, 0.34 means a 34% yield). (1) The reactants are [F:1][C:2]1[CH:12]=[C:11]([F:13])[CH:10]=[CH:9][C:3]=1[CH:4]=[CH:5][C:6]([OH:8])=[O:7].[OH-].[Na+].[H][H]. The catalyst is [Pd]. The product is [F:1][C:2]1[CH:12]=[C:11]([F:13])[CH:10]=[CH:9][C:3]=1[CH2:4][CH2:5][C:6]([OH:8])=[O:7]. The yield is 0.850. (2) The reactants are [Cl:1][C:2]1[CH:3]=[C:4]([N:24]([C@H:27]2[CH2:32][CH2:31][C@H:30]([N:33]([CH3:35])[CH3:34])[CH2:29][CH2:28]2)[CH2:25][CH3:26])[C:5]([CH3:23])=[C:6]([CH:22]=1)[C:7]([NH:9][CH2:10][C:11]1[C:12]([CH3:21])=[N:13][N:14]([CH:18]([CH3:20])[CH3:19])[C:15]=1[O:16]C)=[O:8]. The catalyst is Cl. The product is [Cl:1][C:2]1[CH:3]=[C:4]([N:24]([C@H:27]2[CH2:32][CH2:31][C@H:30]([N:33]([CH3:35])[CH3:34])[CH2:29][CH2:28]2)[CH2:25][CH3:26])[C:5]([CH3:23])=[C:6]([CH:22]=1)[C:7]([NH:9][CH2:10][C:11]1[C:15](=[O:16])[N:14]([CH:18]([CH3:20])[CH3:19])[NH:13][C:12]=1[CH3:21])=[O:8]. The yield is 0.180. (3) The reactants are Cl[C:2]1[CH:7]=[C:6]([C:8]2[CH:9]=[C:10]([CH3:14])[CH:11]=[CH:12][CH:13]=2)[N:5]=[CH:4][N:3]=1.[C:15]([C:18]1[CH:23]=[CH:22][C:21](B(O)O)=[CH:20][CH:19]=1)([OH:17])=[O:16].C([O-])([O-])=O.[Na+].[Na+].Cl. The catalyst is [I-].C([N+](CCCC)(CCCC)CCCC)CCC.C([O-])(=O)C.[Pd+2].C([O-])(=O)C.O. The product is [C:10]1([CH3:14])[CH:11]=[CH:12][CH:13]=[C:8]([C:6]2[N:5]=[CH:4][N:3]=[C:2]([C:21]3[CH:22]=[CH:23][C:18]([C:15]([OH:17])=[O:16])=[CH:19][CH:20]=3)[CH:7]=2)[CH:9]=1. The yield is 0.151.